This data is from Experimentally validated miRNA-target interactions with 360,000+ pairs, plus equal number of negative samples. The task is: Binary Classification. Given a miRNA mature sequence and a target amino acid sequence, predict their likelihood of interaction. (1) The miRNA is rno-miR-378a-5p with sequence CUCCUGACUCCAGGUCCUGUGU. The protein sequence of the target gene is MGVLMSKRQTVEQVQKVSLAVSAFKDGLRDRPSIRRGGELPGSRRGTVEGSVQEVQEEKEAEASAPVVQEESSINRAAWERLRDGRGVEPEEFDRTSRFTPPAFIRPTRKLDDDKPPDICLEPREPVVNDEMCDVCEVWTAESLFPCRVCTRVFHDGCLRRMGYLQGDSAVEVTEMAHTETGWSCYYCDNLNLLLTEEEMYSLTETFQRCKVIPDCSLTLEDFVRYRHQAAKRGESSRALTDEQEEQAARQFAALDPEQRGHVEWSDFLSHESLLLLLQLRPQNSLLRLLTVKERERARA.... Result: 0 (no interaction). (2) The miRNA is mmu-miR-876-3p with sequence UAGUGGUUUACAAAGUAAUUCA. The protein sequence of the target gene is MSDKDDIETPLLTEAAPILEDGNCEPAKNSESVDQGAKPESKSEPVVSTRKRPETKPSSDLETSKVLPIQDNVSKDVPQTRWGYWGSWGKSILSSASATVATVGQGISNVIEKAETSLGIPGPSEISTEVKYVAGETNAKENENSSPVAGAFGVFSTISTAVQSTGKSVISGGLDALEFIGKKTMDVIAEGDPGFKRTKGLMNRNATLSQVLREAKEKEEIRTSNEVTVETDKKTHYGLLFDEFQGLSHLEALEMLSQESEIKVKSILNSLSGEELETLKVELEQLKETFSLAEFCEEEE.... Result: 0 (no interaction).